Dataset: Forward reaction prediction with 1.9M reactions from USPTO patents (1976-2016). Task: Predict the product of the given reaction. (1) Given the reactants [CH3:1][O:2][C:3]1[CH:4]=[C:5]([NH:14][C:15](=[O:19])[C:16]([OH:18])=O)[CH:6]=[CH:7][C:8]=1[C:9]1[O:13][CH:12]=[N:11][CH:10]=1.[C:20]([NH2:24])([CH3:23])([CH3:22])[CH3:21].Cl.CN(C)CCCN=C=NCC.ON1C2N=CC=CC=2N=N1, predict the reaction product. The product is: [C:20]([NH:24][C:16](=[O:18])[C:15]([NH:14][C:5]1[CH:6]=[CH:7][C:8]([C:9]2[O:13][CH:12]=[N:11][CH:10]=2)=[C:3]([O:2][CH3:1])[CH:4]=1)=[O:19])([CH3:23])([CH3:22])[CH3:21]. (2) Given the reactants [OH:1][CH2:2][CH2:3][O:4][C@@H:5]1[CH2:10][CH2:9][C@H:8]([N:11]2[C:16](=[O:17])[C:15]([CH2:18][C:19]3[CH:24]=[CH:23][C:22]([C:25]4[C:26]([C:31]#[N:32])=[CH:27][CH:28]=[CH:29][CH:30]=4)=[CH:21][CH:20]=3)=[C:14]([CH2:33][CH2:34][CH3:35])[N:13]3[N:36]=[CH:37][N:38]=[C:12]23)[CH2:7][CH2:6]1.FC(F)(F)S(O[Si](C(C)(C)C)(C)C)(=O)=O.[N:54]1C(C)=CC=CC=1C.[Cl-].O[NH3+].[C:65](=[O:68])([O-])[OH:66].[Na+], predict the reaction product. The product is: [OH:1][CH2:2][CH2:3][O:4][C@@H:5]1[CH2:10][CH2:9][C@H:8]([N:11]2[C:16](=[O:17])[C:15]([CH2:18][C:19]3[CH:24]=[CH:23][C:22]([C:25]4[CH:30]=[CH:29][CH:28]=[CH:27][C:26]=4[C:31]4[NH:54][C:65](=[O:68])[O:66][N:32]=4)=[CH:21][CH:20]=3)=[C:14]([CH2:33][CH2:34][CH3:35])[N:13]3[N:36]=[CH:37][N:38]=[C:12]23)[CH2:7][CH2:6]1. (3) Given the reactants [CH3:1][O:2][C:3](=[O:12])[C:4]1[CH:9]=[C:8]([Br:10])[CH:7]=[CH:6][C:5]=1[NH2:11].[CH2:13]([O:20][CH2:21][C:22](Cl)=[O:23])[C:14]1[CH:19]=[CH:18][CH:17]=[CH:16][CH:15]=1.CCN(CC)CC, predict the reaction product. The product is: [CH2:13]([O:20][CH2:21][C:22]([NH:11][C:5]1[CH:6]=[CH:7][C:8]([Br:10])=[CH:9][C:4]=1[C:3]([O:2][CH3:1])=[O:12])=[O:23])[C:14]1[CH:19]=[CH:18][CH:17]=[CH:16][CH:15]=1. (4) Given the reactants [CH2:1]([O:8][C:9]1[CH:14]=[CH:13][C:12](Br)=[C:11]([F:16])[CH:10]=1)[C:2]1[CH:7]=[CH:6][CH:5]=[CH:4][CH:3]=1.O1CCOCC1.[I-:23].[Na+].CNCCNC, predict the reaction product. The product is: [CH2:1]([O:8][C:9]1[CH:14]=[CH:13][C:12]([I:23])=[C:11]([F:16])[CH:10]=1)[C:2]1[CH:7]=[CH:6][CH:5]=[CH:4][CH:3]=1. (5) The product is: [Cl:1][C:2]1[CH:7]=[CH:6][C:5]2=[N:8][C:9]([C:11]3[CH:16]=[CH:15][C:14]([CH3:17])=[C:13]([CH:12]=3)[NH2:18])=[CH:10][N:4]2[N:3]=1. Given the reactants [Cl:1][C:2]1[CH:7]=[CH:6][C:5]2=[N:8][C:9]([C:11]3[CH:16]=[CH:15][C:14]([CH3:17])=[C:13]([N+:18]([O-])=O)[CH:12]=3)=[CH:10][N:4]2[N:3]=1, predict the reaction product.